This data is from Catalyst prediction with 721,799 reactions and 888 catalyst types from USPTO. The task is: Predict which catalyst facilitates the given reaction. (1) Reactant: [NH2:1][C:2]1[CH:7]=[CH:6][N:5]=[CH:4][C:3]=1[C:8]([O:10][CH3:11])=[O:9].[C:12](OC(=O)C)(=[O:14])[CH3:13]. Product: [C:12]([NH:1][C:2]1[CH:7]=[CH:6][N:5]=[CH:4][C:3]=1[C:8]([O:10][CH3:11])=[O:9])(=[O:14])[CH3:13]. The catalyst class is: 12. (2) Product: [CH2:13]([O:1][C:2]1[CH:11]=[CH:10][CH:9]=[C:8]2[C:3]=1[CH2:4][CH2:5][CH2:6][C:7]2=[O:12])[C:14]1[CH:19]=[CH:18][CH:17]=[CH:16][CH:15]=1. Reactant: [OH:1][C:2]1[CH:11]=[CH:10][CH:9]=[C:8]2[C:3]=1[CH2:4][CH2:5][CH2:6][C:7]2=[O:12].[CH2:13](Br)[C:14]1[CH:19]=[CH:18][CH:17]=[CH:16][CH:15]=1.C(=O)([O-])[O-].[K+].[K+]. The catalyst class is: 10.